Dataset: Peptide-MHC class II binding affinity with 134,281 pairs from IEDB. Task: Regression. Given a peptide amino acid sequence and an MHC pseudo amino acid sequence, predict their binding affinity value. This is MHC class II binding data. (1) The peptide sequence is VGNVAWMHVLAAKYI. The MHC is HLA-DQA10501-DQB10301 with pseudo-sequence HLA-DQA10501-DQB10301. The binding affinity (normalized) is 0.522. (2) The peptide sequence is PKLEFGSLIVNPSLN. The MHC is DRB1_1302 with pseudo-sequence DRB1_1302. The binding affinity (normalized) is 0.426. (3) The peptide sequence is RVYQEPQVSPPQRAET. The MHC is DRB1_0405 with pseudo-sequence DRB1_0405. The binding affinity (normalized) is 0.256. (4) The peptide sequence is AAGDGNIVAVDIKPK. The MHC is DRB3_0202 with pseudo-sequence DRB3_0202. The binding affinity (normalized) is 0. (5) The peptide sequence is TASKLLEDRVGLNHI. The MHC is DRB1_1302 with pseudo-sequence DRB1_1302. The binding affinity (normalized) is 0.288. (6) The peptide sequence is DAYICAIRRAKSFIY. The MHC is DRB1_0401 with pseudo-sequence DRB1_0401. The binding affinity (normalized) is 0.611. (7) The peptide sequence is FAGAWCVPKVTFTVE. The MHC is HLA-DPA10103-DPB10401 with pseudo-sequence HLA-DPA10103-DPB10401. The binding affinity (normalized) is 0.163. (8) The peptide sequence is RMFSSTLRAAVPWYA. The binding affinity (normalized) is 0.223. The MHC is HLA-DQA10101-DQB10501 with pseudo-sequence HLA-DQA10101-DQB10501.